From a dataset of Full USPTO retrosynthesis dataset with 1.9M reactions from patents (1976-2016). Predict the reactants needed to synthesize the given product. (1) Given the product [C:30]([OH:2])(=[O:31])[CH3:32].[CH2:21]([NH:20][C:18]1[NH:17][C:15]([NH:14][CH2:6][CH2:7][CH2:8][CH2:9][CH2:10][CH2:11][CH2:12][CH3:13])=[N:16][C:30]([CH3:32])([CH3:29])[N:19]=1)[CH2:22][CH2:23][CH2:24][CH2:25][CH2:26][CH2:27][CH3:28], predict the reactants needed to synthesize it. The reactants are: C[OH:2].Cl.Cl.Cl.[CH2:6]([NH:14][C:15]([NH:17][C:18]([NH:20][CH2:21][CH2:22][CH2:23][CH2:24][CH2:25][CH2:26][CH2:27][CH3:28])=[NH:19])=[NH:16])[CH2:7][CH2:8][CH2:9][CH2:10][CH2:11][CH2:12][CH3:13].[CH3:29][C:30]([CH3:32])=[O:31]. (2) Given the product [Br:27][CH2:26][C:9]1[C:8](/[N:7]=[C:2](/[Cl:1])\[C:3]([F:5])([F:4])[F:6])=[CH:25][CH:24]=[CH:23][C:10]=1[O:11][C:12]1[CH:21]=[C:20]([F:22])[CH:19]=[CH:18][C:13]=1[C:14]([O:16][CH3:17])=[O:15], predict the reactants needed to synthesize it. The reactants are: [Cl:1]/[C:2](=[N:7]/[C:8]1[C:9]([CH3:26])=[C:10]([CH:23]=[CH:24][CH:25]=1)[O:11][C:12]1[CH:21]=[C:20]([F:22])[CH:19]=[CH:18][C:13]=1[C:14]([O:16][CH3:17])=[O:15])/[C:3]([F:6])([F:5])[F:4].[Br:27]N1C(=O)CCC1=O.C(OOC(=O)C1C=CC=CC=1)(=O)C1C=CC=CC=1.